Dataset: Peptide-MHC class I binding affinity with 185,985 pairs from IEDB/IMGT. Task: Regression. Given a peptide amino acid sequence and an MHC pseudo amino acid sequence, predict their binding affinity value. This is MHC class I binding data. (1) The binding affinity (normalized) is 0.567. The peptide sequence is FMECNLNELV. The MHC is HLA-A02:06 with pseudo-sequence HLA-A02:06. (2) The peptide sequence is FKVLDGSPI. The MHC is HLA-B15:03 with pseudo-sequence HLA-B15:03. The binding affinity (normalized) is 1.00. (3) The peptide sequence is KIFKVTGEF. The MHC is HLA-B51:01 with pseudo-sequence HLA-B51:01. The binding affinity (normalized) is 0.0847. (4) The peptide sequence is GRFQEALKK. The MHC is HLA-B15:17 with pseudo-sequence HLA-B15:17. The binding affinity (normalized) is 0.0847. (5) The peptide sequence is WLSLLVPFV. The MHC is HLA-A03:01 with pseudo-sequence HLA-A03:01. The binding affinity (normalized) is 0.0199.